From a dataset of M1 muscarinic receptor antagonist screen with 61,756 compounds. Binary Classification. Given a drug SMILES string, predict its activity (active/inactive) in a high-throughput screening assay against a specified biological target. (1) The drug is o1nc(cc1c1cc(OC)c(OC)cc1)C(=O)Nc1cc(OC)c(OC)c(OC)c1. The result is 0 (inactive). (2) The molecule is O(C1CCN(CC1)C)C(=O)c1cc(OC)c(OC)c(OC)c1. The result is 0 (inactive). (3) The drug is O1c2cc(c3nn(cc3CO)c3ccccc3)ccc2OCC1. The result is 0 (inactive). (4) The molecule is O=c1n(CCCC(=O)NCc2ccc(cc2)C)c(=O)[nH]c2c1cccc2. The result is 0 (inactive).